Dataset: Full USPTO retrosynthesis dataset with 1.9M reactions from patents (1976-2016). Task: Predict the reactants needed to synthesize the given product. (1) Given the product [OH:8]/[N:9]=[C:10]1/[CH2:11][CH2:12][C:13]2[C:18]/1=[CH:17][CH:16]=[C:15]([NH:19][C:20]1[C:28]3[C:23](=[CH:24][N:25]=[CH:26][CH:27]=3)[S:22][C:21]=1[C:29]([O:31][CH2:32][CH3:33])=[O:30])[CH:14]=2, predict the reactants needed to synthesize it. The reactants are: [Si]([O:8]/[N:9]=[C:10]1/[CH2:11][CH2:12][C:13]2[C:18]/1=[CH:17][CH:16]=[C:15]([NH:19][C:20]1[C:28]3[C:23](=[CH:24][N:25]=[CH:26][CH:27]=3)[S:22][C:21]=1[C:29]([O:31][CH2:32][CH3:33])=[O:30])[CH:14]=2)(C(C)(C)C)(C)C.CCCC[N+](CCCC)(CCCC)CCCC.[F-]. (2) Given the product [C:1]1([CH2:7][N:8]2[CH2:9][CH2:10][N:11]([C:14]3[CH:15]=[CH:16][C:17]([NH:20][C:42]([C:37]4[C:36]([C:33]5[CH:34]=[CH:35][C:30]([C:29]([F:28])([F:45])[F:46])=[CH:31][CH:32]=5)=[CH:41][CH:40]=[CH:39][CH:38]=4)=[O:43])=[CH:18][CH:19]=3)[CH2:12][CH2:13]2)[CH:2]=[CH:3][CH:4]=[CH:5][CH:6]=1, predict the reactants needed to synthesize it. The reactants are: [C:1]1([CH2:7][N:8]2[CH2:13][CH2:12][N:11]([C:14]3[CH:19]=[CH:18][C:17]([NH2:20])=[CH:16][CH:15]=3)[CH2:10][CH2:9]2)[CH:6]=[CH:5][CH:4]=[CH:3][CH:2]=1.C(N(CC)CC)C.[F:28][C:29]([F:46])([F:45])[C:30]1[CH:35]=[CH:34][C:33]([C:36]2[C:37]([C:42](Cl)=[O:43])=[CH:38][CH:39]=[CH:40][CH:41]=2)=[CH:32][CH:31]=1. (3) The reactants are: [Cl:1][C:2]1[C:7]([F:8])=[C:6]([O:9][CH3:10])[CH:5]=[CH:4][C:3]=1[CH:11]([NH:19][C:20]1[CH:29]=[C:28]([F:30])[CH:27]=[C:26]2[C:21]=1[CH:22]=[CH:23][C:24](=[O:31])[NH:25]2)[C:12]1([C:15]([F:18])([F:17])[F:16])[CH2:14][O:13]1.C(=O)([O-])[O-:33].[Cs+].[Cs+]. Given the product [Cl:1][C:2]1[C:7]([F:8])=[C:6]([O:9][CH3:10])[CH:5]=[CH:4][C:3]=1[CH:11]([NH:19][C:20]1[CH:29]=[C:28]([F:30])[CH:27]=[C:26]2[C:21]=1[CH:22]=[CH:23][C:24](=[O:31])[NH:25]2)[C:12]([OH:33])([CH2:14][OH:13])[C:15]([F:16])([F:17])[F:18], predict the reactants needed to synthesize it. (4) Given the product [CH3:10][N:9]([CH3:11])[C:4]1[CH:5]=[CH:6][C:7]([CH3:8])=[C:2]([CH2:14][C@H:15]([OH:16])[CH3:18])[CH:3]=1, predict the reactants needed to synthesize it. The reactants are: I[C:2]1[CH:3]=[C:4]([N:9]([CH3:11])[CH3:10])[CH:5]=[CH:6][C:7]=1[CH3:8].N#N.[CH3:14][CH2:15][OH:16].[Li][CH:18](CC)C.C1CCCCC1.B(F)(F)F.C(OCC)C. (5) Given the product [OH:23][CH:8]([C@H:5]1[CH2:6][CH2:7][C@H:2]([NH:1][CH2:35][C:33]2[CH:32]=[CH:31][C:28]3[O:29][CH2:30][C:25](=[O:24])[NH:26][C:27]=3[N:34]=2)[CH2:3][CH2:4]1)[CH2:9][NH:10][S:11]([C:14]1[CH:19]=[CH:18][CH:17]=[CH:16][C:15]=1[N+:20]([O-:22])=[O:21])(=[O:12])=[O:13], predict the reactants needed to synthesize it. The reactants are: [NH2:1][C@H:2]1[CH2:7][CH2:6][C@H:5]([CH:8]([OH:23])[CH2:9][NH:10][S:11]([C:14]2[CH:19]=[CH:18][CH:17]=[CH:16][C:15]=2[N+:20]([O-:22])=[O:21])(=[O:13])=[O:12])[CH2:4][CH2:3]1.[O:24]=[C:25]1[CH2:30][O:29][C:28]2[CH:31]=[CH:32][C:33]([CH:35]=O)=[N:34][C:27]=2[NH:26]1.ClCCCl.C(O[BH-](OC(=O)C)OC(=O)C)(=O)C.[Na+]. (6) Given the product [CH3:39][C:36]1[CH:37]=[C:38]2[C:33](=[CH:34][CH:35]=1)[N:32]=[CH:31][N:30]=[C:29]2[N:25]1[CH2:24][C:23]2[CH:40]=[C:19]([C:17]3[CH:18]=[C:13]4[N:12]=[C:11]([NH2:10])[NH:41][C:14]4=[N:15][CH:16]=3)[CH:20]=[CH:21][C:22]=2[O:28][CH2:27][CH2:26]1, predict the reactants needed to synthesize it. The reactants are: C1(COC(=O)[NH:10][C:11]2[NH:41][C:14]3=[N:15][CH:16]=[C:17]([C:19]4[CH:20]=[CH:21][C:22]5[O:28][CH2:27][CH2:26][N:25]([C:29]6[C:38]7[C:33](=[CH:34][CH:35]=[C:36]([CH3:39])[CH:37]=7)[N:32]=[CH:31][N:30]=6)[CH2:24][C:23]=5[CH:40]=4)[CH:18]=[C:13]3[N:12]=2)C=CC=CC=1.[H][H]. (7) Given the product [Br:1][C:2]1[CH:3]=[C:4]2[C:5](=[CH:10][CH:11]=1)[C:6](=[O:8])[N:21]([CH2:22][CH2:23][N:24]1[CH2:29][CH2:28][O:27][CH2:26][CH2:25]1)[CH2:12]2, predict the reactants needed to synthesize it. The reactants are: [Br:1][C:2]1[CH:11]=[CH:10][C:5]([C:6]([O:8]C)=O)=[C:4]([CH3:12])[CH:3]=1.BrN1C(=O)CCC1=O.[NH2:21][CH2:22][CH2:23][N:24]1[CH2:29][CH2:28][O:27][CH2:26][CH2:25]1. (8) Given the product [O:11]=[C:2]1[C:1](=[O:12])[C:10]2[C:5](=[CH:6][CH:7]=[CH:8][CH:9]=2)[C:4]([S:28][CH2:27][C:14]2([OH:13])[CH2:15][CH2:16][N:17]([C:20]([O:22][C:23]([CH3:25])([CH3:24])[CH3:26])=[O:21])[CH2:18][CH2:19]2)=[CH:3]1, predict the reactants needed to synthesize it. The reactants are: [C:1]1(=[O:12])[C:10]2[C:5](=[CH:6][CH:7]=[CH:8][CH:9]=2)[CH:4]=[CH:3][C:2]1=[O:11].[OH:13][C:14]1([CH2:27][SH:28])[CH2:19][CH2:18][N:17]([C:20]([O:22][C:23]([CH3:26])([CH3:25])[CH3:24])=[O:21])[CH2:16][CH2:15]1.C(N(CC)CC)C. (9) Given the product [CH3:24][N:25]([CH3:29])[C:26](=[O:27])[O:1][C:2]1[N:10]=[C:9]2[C:5]([N:6]=[CH:7][N:8]2[CH:11]2[CH2:15][CH2:14][CH2:13][O:12]2)=[C:4]([NH2:16])[N:3]=1, predict the reactants needed to synthesize it. The reactants are: [OH:1][C:2]1[N:10]=[C:9]2[C:5]([N:6]=[CH:7][N:8]2[CH:11]2[CH2:15][CH2:14][CH2:13][O:12]2)=[C:4]([NH2:16])[N:3]=1.C(N(CC)CC)C.[CH3:24][N:25]([CH3:29])[C:26](Cl)=[O:27].